This data is from Reaction yield outcomes from USPTO patents with 853,638 reactions. The task is: Predict the reaction yield, written as a fraction of the theoretical maximum amount of product (1.0 means a 100% yield; for example, 0.34 means a 34% yield). (1) The reactants are [CH3:1][C:2]1[CH:11]=[CH:10][C:9]2[C:4](=[CH:5][CH:6]=[CH:7][C:8]=2[N:12]2[CH2:17][CH2:16][N:15]([CH2:18][CH2:19][C:20]3[CH:21]=[C:22]([CH:24]=[CH:25][CH:26]=3)[NH2:23])[CH2:14][CH2:13]2)[N:3]=1.[Cl:27][C:28]([O:30][CH2:31][CH3:32])=[O:29]. No catalyst specified. The product is [ClH:27].[ClH:27].[CH3:1][C:2]1[CH:11]=[CH:10][C:9]2[C:4](=[CH:5][CH:6]=[CH:7][C:8]=2[N:12]2[CH2:13][CH2:14][N:15]([CH2:18][CH2:19][C:20]3[CH:21]=[C:22]([NH:23][C:28](=[O:29])[O:30][CH2:31][CH3:32])[CH:24]=[CH:25][CH:26]=3)[CH2:16][CH2:17]2)[N:3]=1. The yield is 0.790. (2) The reactants are CN(C=O)C.CS(O[CH2:11][CH2:12][O:13][CH2:14][CH2:15][O:16][CH2:17][CH2:18][O:19][CH2:20][CH2:21][O:22][C:23]12[CH2:32][CH:27]3[CH2:28][CH:29]([CH2:31][CH:25]([CH2:26]3)[CH2:24]1)[CH2:30]2)(=O)=O.[N-:33]=[N+:34]=[N-:35].[Na+].ClCCl. The catalyst is O.CO. The product is [N:33]([CH2:11][CH2:12][O:13][CH2:14][CH2:15][O:16][CH2:17][CH2:18][O:19][CH2:20][CH2:21][O:22][C:23]12[CH2:32][CH:27]3[CH2:28][CH:29]([CH2:31][CH:25]([CH2:26]3)[CH2:24]1)[CH2:30]2)=[N+:34]=[N-:35]. The yield is 0.630.